This data is from Reaction yield outcomes from USPTO patents with 853,638 reactions. The task is: Predict the reaction yield, written as a fraction of the theoretical maximum amount of product (1.0 means a 100% yield; for example, 0.34 means a 34% yield). (1) The catalyst is C1(C)C=CC=CC=1. The product is [F:1][C:2]([F:12])([CH3:11])[CH:3]([OH:10])[CH2:4][C:5]([O:7][CH2:8][CH3:9])=[O:6]. The reactants are [F:1][C:2]([F:12])([CH3:11])[C:3](=[O:10])[CH2:4][C:5]([O:7][CH2:8][CH3:9])=[O:6].[BH4-].[Na+].Cl. The yield is 0.700. (2) The reactants are [N+:1]([C:4]1[CH:21]=[CH:20][C:7]([O:8][C:9]2[CH:10]=[C:11]3[C:15](=[CH:16][CH:17]=2)[C:14](=[O:18])[NH:13][C:12]3=[O:19])=[CH:6][CH:5]=1)([O-:3])=[O:2].[H-].[Na+].[CH3:24]I.O. The catalyst is CN(C=O)C. The product is [N+:1]([C:4]1[CH:21]=[CH:20][C:7]([O:8][C:9]2[CH:10]=[C:11]3[C:15](=[CH:16][CH:17]=2)[C:14](=[O:18])[N:13]([CH3:24])[C:12]3=[O:19])=[CH:6][CH:5]=1)([O-:3])=[O:2]. The yield is 0.830.